The task is: Predict the reactants needed to synthesize the given product.. This data is from Full USPTO retrosynthesis dataset with 1.9M reactions from patents (1976-2016). Given the product [Br:1][C:2]1[C:3]([C:4]([N:57]2[CH2:33][CH2:32][CH2:31][CH2:30][CH2:45]2)=[O:6])=[CH:7][C:8]([O:21][CH2:22][C:23]2[CH:28]=[CH:27][CH:26]=[CH:25][CH:24]=2)=[C:9]([CH:10]=1)[C:11]([O:13][CH2:14][C:15]1[CH:20]=[CH:19][CH:18]=[CH:17][CH:16]=1)=[O:12], predict the reactants needed to synthesize it. The reactants are: [Br:1][C:2]1[CH:10]=[C:9]([C:11]([O:13][CH2:14][C:15]2[CH:20]=[CH:19][CH:18]=[CH:17][CH:16]=2)=[O:12])[C:8]([O:21][CH2:22][C:23]2[CH:28]=[CH:27][CH:26]=[CH:25][CH:24]=2)=[CH:7][C:3]=1[C:4]([OH:6])=O.Br[C:30]1[C:31](C=O)=[CH:32][C:33](OCC2C=CC=CC=2)=C([CH:45]=1)C(OCC1C=CC=CC=1)=O.S(=O)(=O)(O)[NH2:57].CC(CC)=C.C(N(C(C)C)CC)(C)C.N1CCCCC1.ON1C2N=CC=CC=2N=N1.C(Cl)CCl.